From a dataset of Reaction yield outcomes from USPTO patents with 853,638 reactions. Predict the reaction yield, written as a fraction of the theoretical maximum amount of product (1.0 means a 100% yield; for example, 0.34 means a 34% yield). (1) The reactants are [CH:1]([C:4]1[NH:5][C:6]([C:16]2[CH:21]=[CH:20][CH:19]=[C:18](B3OC(C)(C)C(C)(C)O3)[CH:17]=2)=[C:7]([C:9]2[CH:14]=[CH:13][CH:12]=[C:11]([CH3:15])[N:10]=2)[N:8]=1)([CH3:3])[CH3:2].Cl[C:32]1[CH:40]=[CH:39][C:35]([C:36]([NH2:38])=[O:37])=[CH:34][N:33]=1. The catalyst is COCCOC.C(OCC)(=O)C. The product is [CH:1]([C:4]1[NH:8][C:7]([C:9]2[CH:14]=[CH:13][CH:12]=[C:11]([CH3:15])[N:10]=2)=[C:6]([C:16]2[CH:17]=[C:18]([C:32]3[CH:40]=[CH:39][C:35]([C:36]([NH2:38])=[O:37])=[CH:34][N:33]=3)[CH:19]=[CH:20][CH:21]=2)[N:5]=1)([CH3:3])[CH3:2]. The yield is 0.300. (2) The reactants are C(N(C(C)C)CC)(C)C.FC(F)(F)C(O)=O.[CH3:17][O:18][C:19](=[O:38])[CH2:20][C:21]1[CH:30]=[C:29]([CH:31]2[CH2:36][CH2:35][NH:34][CH2:33][CH2:32]2)[C:28]2[C:23](=[CH:24][CH:25]=[C:26]([F:37])[CH:27]=2)[CH:22]=1.[Cl:39][C:40]1[CH:41]=[C:42]([S:46](Cl)(=[O:48])=[O:47])[CH:43]=[CH:44][CH:45]=1. The catalyst is O1CCCC1. The product is [CH3:17][O:18][C:19](=[O:38])[CH2:20][C:21]1[CH:30]=[C:29]([CH:31]2[CH2:36][CH2:35][N:34]([S:46]([C:42]3[CH:43]=[CH:44][CH:45]=[C:40]([Cl:39])[CH:41]=3)(=[O:48])=[O:47])[CH2:33][CH2:32]2)[C:28]2[C:23](=[CH:24][CH:25]=[C:26]([F:37])[CH:27]=2)[CH:22]=1. The yield is 0.560. (3) The reactants are [CH3:1][O:2][C:3](=[O:26])[C:4]1[CH:9]=[CH:8][CH:7]=[C:6]([CH2:10][N:11]([C:19]2[CH:24]=[CH:23][CH:22]=[CH:21][C:20]=2I)[C:12](=[O:18])[C:13]#[C:14][CH:15]([CH3:17])[CH3:16])[CH:5]=1.[Cl:27][C:28]1[CH:33]=[CH:32][C:31](B(O)O)=[CH:30][CH:29]=1.C1(P(C2C=CC=CC=2)C2C=CC=CC=2)C=CC=CC=1.[F-].[Cs+]. The catalyst is C1COCC1.C([O-])(=O)C.[Pd+2].C([O-])(=O)C. The product is [CH3:1][O:2][C:3](=[O:26])[C:4]1[CH:9]=[CH:8][CH:7]=[C:6]([CH2:10][N:11]2[C:19]3[C:24](=[CH:23][CH:22]=[CH:21][CH:20]=3)[C:13](=[C:14]([C:31]3[CH:32]=[CH:33][C:28]([Cl:27])=[CH:29][CH:30]=3)[CH:15]([CH3:17])[CH3:16])[C:12]2=[O:18])[CH:5]=1. The yield is 0.440.